This data is from Full USPTO retrosynthesis dataset with 1.9M reactions from patents (1976-2016). The task is: Predict the reactants needed to synthesize the given product. (1) Given the product [C:1]([N:4]1[CH2:9][CH2:8][N:7]([CH2:10][C:11]([NH:13][C:14]2[CH:19]=[CH:18][C:17]([C:25]3[CH:24]=[C:23]([F:22])[CH:28]=[C:27]([F:29])[CH:26]=3)=[CH:16][N:15]=2)=[O:12])[C@H:6]([CH3:21])[CH2:5]1)(=[O:3])[CH3:2], predict the reactants needed to synthesize it. The reactants are: [C:1]([N:4]1[CH2:9][CH2:8][N:7]([CH2:10][C:11]([NH:13][C:14]2[CH:19]=[CH:18][C:17](Br)=[CH:16][N:15]=2)=[O:12])[C@H:6]([CH3:21])[CH2:5]1)(=[O:3])[CH3:2].[F:22][C:23]1[CH:24]=[C:25](B(O)O)[CH:26]=[C:27]([F:29])[CH:28]=1. (2) The reactants are: Br[C:2]1[CH:7]=[C:6]([C:8]2[N:9]=[C:10]([NH:13][C:14]3[CH:19]=[CH:18][CH:17]=[C:16]([CH3:20])[CH:15]=3)[S:11][CH:12]=2)[CH:5]=[CH:4][N:3]=1.[CH2:21]([OH:24])[C:22]#[CH:23]. Given the product [CH3:20][C:16]1[CH:15]=[C:14]([NH:13][C:10]2[S:11][CH:12]=[C:8]([C:6]3[CH:5]=[CH:4][N:3]=[C:2]([C:23]#[C:22][CH2:21][OH:24])[CH:7]=3)[N:9]=2)[CH:19]=[CH:18][CH:17]=1, predict the reactants needed to synthesize it.